Dataset: Forward reaction prediction with 1.9M reactions from USPTO patents (1976-2016). Task: Predict the product of the given reaction. (1) The product is: [Cl:39][C:40]1[N:45]=[CH:44][C:43]([S:46]([N:17]2[CH2:16][CH2:15][C:14]3[C@:19]([C:21]([C:23]4[CH:28]=[CH:27][CH:26]=[CH:25][N:24]=4)=[O:22])([CH2:20][C:11]4[CH:10]=[N:9][N:8]([C:5]5[CH:6]=[CH:7][C:2]([F:1])=[CH:3][CH:4]=5)[C:12]=4[CH:13]=3)[CH2:18]2)(=[O:48])=[O:47])=[CH:42][CH:41]=1. Given the reactants [F:1][C:2]1[CH:7]=[CH:6][C:5]([N:8]2[C:12]3[CH:13]=[C:14]4[C@:19]([C:21]([C:23]5[CH:28]=[CH:27][CH:26]=[CH:25][N:24]=5)=[O:22])([CH2:20][C:11]=3[CH:10]=[N:9]2)[CH2:18][NH:17][CH2:16][CH2:15]4)=[CH:4][CH:3]=1.ClCCl.C(NC(C)C)(C)C.[Cl:39][C:40]1[N:45]=[CH:44][C:43]([S:46](Cl)(=[O:48])=[O:47])=[CH:42][CH:41]=1.C(N(C(C)C)CC)(C)C, predict the reaction product. (2) Given the reactants Cl.[C:2]([CH:4]1[CH2:7][NH:6][CH2:5]1)#[N:3].N1CCCC1.CC(O[C:18]([NH:20][C@@H:21]([C:28]([OH:30])=O)[CH:22]1[CH2:27][CH2:26][CH2:25][CH2:24][CH2:23]1)=[O:19])(C)C.C(N[C@@H](C(O)=O)C(C)(C)C)(OC(C)(C)C)=O.[CH3:47][N:48]1[CH:52]=[C:51]([C:53]2[N:58]=[C:57]3[C:59](C(O)=O)=[CH:60][N:61](COCC[Si](C)(C)C)[C:56]3=[N:55][CH:54]=2)[CH:50]=[N:49]1.C1(C2N=C3C(C(O)=O)=CN(COCC[Si](C)(C)C)C3=NC=2)CC1.FC(F)(F)C(O)=O, predict the reaction product. The product is: [C:2]([CH:4]1[CH2:7][N:6]([C:28](=[O:30])[C@H:21]([NH:20][C:18]([C:59]2[C:57]3[C:56](=[N:55][CH:54]=[C:53]([C:51]4[CH:50]=[N:49][N:48]([CH3:47])[CH:52]=4)[N:58]=3)[NH:61][CH:60]=2)=[O:19])[CH:22]2[CH2:23][CH2:24][CH2:25][CH2:26][CH2:27]2)[CH2:5]1)#[N:3].